This data is from Reaction yield outcomes from USPTO patents with 853,638 reactions. The task is: Predict the reaction yield, written as a fraction of the theoretical maximum amount of product (1.0 means a 100% yield; for example, 0.34 means a 34% yield). (1) The product is [F:1][C:2]1[C:7]([F:8])=[CH:6][CH:5]=[CH:4][C:3]=1[C:9]1([O:13][CH3:14])[CH2:12][N:11]([CH2:22][CH3:23])[CH2:10]1. The yield is 0.630. The reactants are [F:1][C:2]1[C:7]([F:8])=[CH:6][CH:5]=[CH:4][C:3]=1[C:9]1([O:13][CH3:14])[CH2:12][NH:11][CH2:10]1.C(=O)([O-])[O-].[K+].[K+].I[CH2:22][CH3:23].O. The catalyst is C(#N)C.C(OCC)(=O)C. (2) The reactants are [NH2:1][C@H:2]([C:10]([OH:12])=[O:11])[CH2:3][CH2:4][CH2:5][NH:6][C:7](=[NH:9])[NH2:8].[CH3:13][C@@:14]1([CH2:27][N:28]2[N:32]=[N:31][CH:30]=[CH:29]2)[S:18](=[O:20])(=[O:19])[C@@H:17]2[CH2:21][C:22](=[O:23])[N:16]2[C@H:15]1[C:24]([OH:26])=[O:25].CC(C)=O. The catalyst is O.CC(C)=O. The product is [CH3:13][C@@:14]1([CH2:27][N:28]2[N:32]=[N:31][CH:30]=[CH:29]2)[S:18](=[O:19])(=[O:20])[C@@H:17]2[CH2:21][C:22](=[O:23])[N:16]2[C@H:15]1[C:24]([OH:26])=[O:25].[NH2:1][C@H:2]([C:10]([OH:12])=[O:11])[CH2:3][CH2:4][CH2:5][NH:6][C:7](=[NH:8])[NH2:9]. The yield is 0.820. (3) The reactants are [OH:1][CH2:2][C:3]1[CH2:4][S:5][C@@H:6]2[CH:26]([NH:27][C:28](=[O:35])[CH2:29][C:30]3[S:31][CH:32]=[CH:33][CH:34]=3)[C:25](=[O:36])[N:7]2[C:8]=1[C:9]([O:11][CH:12]([C:19]1[CH:24]=[CH:23][CH:22]=[CH:21][CH:20]=1)[C:13]1[CH:18]=[CH:17][CH:16]=[CH:15][CH:14]=1)=[O:10].Cl[C:38]([O:40][C:41]1[CH:46]=[CH:45][C:44]([N+:47]([O-:49])=[O:48])=[CH:43][CH:42]=1)=[O:39].N1C(C)=CC=CC=1C. The catalyst is C1COCC1.CN(C)C1C=CN=CC=1.C(Cl)Cl. The product is [N+:47]([C:44]1[CH:45]=[CH:46][C:41]([O:40][C:38]([O:1][CH2:2][C:3]2[CH2:4][S:5][C@@H:6]3[CH:26]([NH:27][C:28](=[O:35])[CH2:29][C:30]4[S:31][CH:32]=[CH:33][CH:34]=4)[C:25](=[O:36])[N:7]3[C:8]=2[C:9]([O:11][CH:12]([C:19]2[CH:24]=[CH:23][CH:22]=[CH:21][CH:20]=2)[C:13]2[CH:14]=[CH:15][CH:16]=[CH:17][CH:18]=2)=[O:10])=[O:39])=[CH:42][CH:43]=1)([O-:49])=[O:48]. The yield is 0.490. (4) The reactants are [CH2:1]([NH:3][C:4]([NH:6][C:7]1[S:11][C:10]2[CH:12]=[CH:13][CH:14]=[CH:15][C:9]=2[C:8]=1[C:16]([N:18]1[CH2:23][CH2:22][C:21](=O)[CH2:20][CH2:19]1)=[O:17])=[O:5])[CH3:2].[NH4+:25].[Cl-].[C-:27]#[N:28].[K+]. The catalyst is CO. The product is [NH2:25][C:21]1([C:27]#[N:28])[CH2:20][CH2:19][N:18]([C:16]([C:8]2[C:9]3[CH:15]=[CH:14][CH:13]=[CH:12][C:10]=3[S:11][C:7]=2[NH:6][C:4]([NH:3][CH2:1][CH3:2])=[O:5])=[O:17])[CH2:23][CH2:22]1. The yield is 0.790. (5) The reactants are Br[C:2]1[N:7]=[C:6]([C:8]([N:10]2[CH2:15][CH2:14][N:13]([CH:16]([CH3:18])[CH3:17])[CH2:12][CH2:11]2)=[O:9])[CH:5]=[CH:4][CH:3]=1.[Cl:19][C:20]1[CH:21]=[C:22]([OH:27])[CH:23]=[CH:24][C:25]=1[Cl:26].C([O-])([O-])=O.[K+].[K+]. The catalyst is CN(C=O)C.O. The product is [Cl:19][C:20]1[CH:21]=[C:22]([CH:23]=[CH:24][C:25]=1[Cl:26])[O:27][C:2]1[N:7]=[C:6]([C:8]([N:10]2[CH2:15][CH2:14][N:13]([CH:16]([CH3:18])[CH3:17])[CH2:12][CH2:11]2)=[O:9])[CH:5]=[CH:4][CH:3]=1. The yield is 0.0350.